This data is from Forward reaction prediction with 1.9M reactions from USPTO patents (1976-2016). The task is: Predict the product of the given reaction. Given the reactants [C:1]1([C:9]2[CH:14]=[CH:13][CH:12]=[CH:11][CH:10]=2)[C:2](C=O)=[CH:3][CH:4]=[CH:5][CH:6]=1.[NH2:15][C@H:16]1[CH2:20][CH2:19][C@@H:18]([C:21]([OH:23])=[O:22])[CH2:17]1.[C:24](O[BH-](OC(=O)C)OC(=O)C)(=O)C.[Na+], predict the reaction product. The product is: [C:12]1([CH2:24][NH:15][C@H:16]2[CH2:20][CH2:19][C@@H:18]([C:21]([OH:23])=[O:22])[CH2:17]2)[CH:11]=[CH:10][C:9]([C:1]2[CH:6]=[CH:5][CH:4]=[CH:3][CH:2]=2)=[CH:14][CH:13]=1.